From a dataset of Reaction yield outcomes from USPTO patents with 853,638 reactions. Predict the reaction yield, written as a fraction of the theoretical maximum amount of product (1.0 means a 100% yield; for example, 0.34 means a 34% yield). (1) The reactants are [Cl:1][C:2]1[C:10]([NH:11][S:12]([C:15]2[S:16][CH:17]=[CH:18][CH:19]=2)(=[O:14])=[O:13])=[C:9]2[C:5]([CH:6]=[C:7]([C:20]([O:22][CH2:23][CH3:24])=[O:21])[NH:8]2)=[CH:4][CH:3]=1.CI.[C:27](=O)([O-])[O-].[K+].[K+].CN(C)C=O. The catalyst is O. The product is [Cl:1][C:2]1[C:10]([N:11]([CH3:27])[S:12]([C:15]2[S:16][CH:17]=[CH:18][CH:19]=2)(=[O:14])=[O:13])=[C:9]2[C:5]([CH:6]=[C:7]([C:20]([O:22][CH2:23][CH3:24])=[O:21])[NH:8]2)=[CH:4][CH:3]=1. The yield is 0.770. (2) The reactants are [Cr](Cl)([O-])(=O)=O.[NH+]1C=CC=CC=1.[CH3:12][C:13]1([CH3:27])[CH2:18][CH2:17][CH2:16][CH:15]([CH:19]([O:21][C:22]([CH3:26])([CH3:25])[CH2:23][OH:24])[CH3:20])[CH2:14]1. The catalyst is C(Cl)Cl. The product is [CH3:27][C:13]1([CH3:12])[CH2:18][CH2:17][CH2:16][CH:15]([CH:19]([O:21][C:22]([CH3:26])([CH3:25])[CH:23]=[O:24])[CH3:20])[CH2:14]1. The yield is 0.670. (3) The reactants are [CH2:1]([C:3]([C:21]1[CH:34]=[CH:33][C:24]([CH:25]=[C:26]2[S:30][C:29](=[O:31])[NH:28][C:27]2=[O:32])=[C:23]([CH3:35])[CH:22]=1)([C:6]1[CH:11]=[CH:10][C:9]([O:12][CH2:13][CH:14]([OH:19])[C:15]([CH3:18])([CH3:17])[CH3:16])=[C:8]([CH3:20])[CH:7]=1)[CH2:4][CH3:5])[CH3:2]. The catalyst is CO. The product is [CH2:1]([C:3]([C:21]1[CH:34]=[CH:33][C:24]([CH2:25][CH:26]2[S:30][C:29](=[O:31])[NH:28][C:27]2=[O:32])=[C:23]([CH3:35])[CH:22]=1)([C:6]1[CH:11]=[CH:10][C:9]([O:12][CH2:13][CH:14]([OH:19])[C:15]([CH3:17])([CH3:18])[CH3:16])=[C:8]([CH3:20])[CH:7]=1)[CH2:4][CH3:5])[CH3:2]. The yield is 0.370. (4) The reactants are [F:1][C:2]1[C:3]([NH:24][C:25]2[CH:30]=[CH:29][C:28]([I:31])=[CH:27][C:26]=2[F:32])=[C:4]([C:9]([N:11]2[CH2:14][C:13]([CH:16]([OH:23])[CH2:17][CH:18]3[O:22][CH2:21][CH2:20][O:19]3)([OH:15])[CH2:12]2)=[O:10])[CH:5]=[CH:6][C:7]=1[F:8].C(N(CC)CC)C.[CH:40]([C:43]1[CH:48]=[C:47]([CH:49]([CH3:51])[CH3:50])[CH:46]=[C:45]([CH:52]([CH3:54])[CH3:53])[C:44]=1[S:55](Cl)(=[O:57])=[O:56])([CH3:42])[CH3:41].C(OCC)(=O)C. The catalyst is ClCCl.CN(C)C1C=CN=CC=1. The product is [CH3:42][CH:40]([C:43]1[CH:48]=[C:47]([CH:49]([CH3:50])[CH3:51])[CH:46]=[C:45]([CH:52]([CH3:54])[CH3:53])[C:44]=1[S:55]([O:23][CH:16]([C:13]1([OH:15])[CH2:12][N:11]([C:9]([C:4]2[CH:5]=[CH:6][C:7]([F:8])=[C:2]([F:1])[C:3]=2[NH:24][C:25]2[CH:30]=[CH:29][C:28]([I:31])=[CH:27][C:26]=2[F:32])=[O:10])[CH2:14]1)[CH2:17][CH:18]1[O:22][CH2:21][CH2:20][O:19]1)(=[O:56])=[O:57])[CH3:41]. The yield is 0.140. (5) The reactants are [H-].[Al+3].[Li+].[H-].[H-].[H-].[C:7]([N:15]1[CH2:28][CH2:27][C:26]2[C:25]3[C:24]([C:29]4[CH:34]=[CH:33][CH:32]=[CH:31][C:30]=4[F:35])=[CH:23][CH:22]=[CH:21][C:20]=3[NH:19][C:18]=2[CH2:17][CH2:16]1)(=O)[C:8]1[CH:13]=[CH:12][CH:11]=[CH:10][CH:9]=1. The catalyst is O1CCCC1. The product is [CH2:7]([N:15]1[CH2:28][CH2:27][C:26]2[C:25]3[C:24]([C:29]4[CH:34]=[CH:33][CH:32]=[CH:31][C:30]=4[F:35])=[CH:23][CH:22]=[CH:21][C:20]=3[NH:19][C:18]=2[CH2:17][CH2:16]1)[C:8]1[CH:9]=[CH:10][CH:11]=[CH:12][CH:13]=1. The yield is 0.630. (6) The catalyst is C(#N)C. The yield is 0.290. The reactants are [N:1]1[N:2]=[C:3]([C:6]2[CH:11]=[CH:10][CH:9]=[CH:8][C:7]=2[C:12]([N:14]2[CH2:21][CH:20]3[CH:16]([CH2:17][NH:18][CH2:19]3)[CH2:15]2)=[O:13])[NH:4][CH:5]=1.Cl[C:23]1[N:28]=[C:27]([CH3:29])[C:26]([CH3:30])=[C:25]([CH3:31])[N:24]=1.CCN(C(C)C)C(C)C. The product is [N:1]1[N:2]=[C:3]([C:6]2[CH:11]=[CH:10][CH:9]=[CH:8][C:7]=2[C:12]([N:14]2[CH2:15][CH:16]3[CH:20]([CH2:19][N:18]([C:23]4[N:28]=[C:27]([CH3:29])[C:26]([CH3:30])=[C:25]([CH3:31])[N:24]=4)[CH2:17]3)[CH2:21]2)=[O:13])[NH:4][CH:5]=1.